From a dataset of Full USPTO retrosynthesis dataset with 1.9M reactions from patents (1976-2016). Predict the reactants needed to synthesize the given product. (1) Given the product [C:8]([C:7]1[CH:10]=[C:11]([C:14]2[O:18][N:17]=[C:16]([C:19]3[CH:29]=[CH:28][C:22]4[CH2:23][CH2:24][N:25]([CH2:31][CH2:32][NH:33][C:34](=[O:40])[O:35][C:36]([CH3:39])([CH3:38])[CH3:37])[CH2:26][CH2:27][C:21]=4[CH:20]=3)[N:15]=2)[CH:12]=[CH:13][C:6]=1[O:5][CH:3]([CH3:2])[CH3:4])#[N:9], predict the reactants needed to synthesize it. The reactants are: Cl.[CH3:2][CH:3]([O:5][C:6]1[CH:13]=[CH:12][C:11]([C:14]2[O:18][N:17]=[C:16]([C:19]3[CH:29]=[CH:28][C:22]4[CH2:23][CH2:24][NH:25][CH2:26][CH2:27][C:21]=4[CH:20]=3)[N:15]=2)=[CH:10][C:7]=1[C:8]#[N:9])[CH3:4].Br[CH2:31][CH2:32][NH:33][C:34](=[O:40])[O:35][C:36]([CH3:39])([CH3:38])[CH3:37].C(=O)([O-])[O-].[K+].[K+].O. (2) The reactants are: CN1CCOCC1.ON1C2C=CC=CC=2N=N1.CCN=C=NCCCN(C)C.Cl.Cl.[Cl:31][C:32]1[CH:33]=[C:34]([NH:38][C:39]2[CH:47]=[CH:46][C:42]([C:43]([OH:45])=O)=[C:41]([CH:48]([CH3:50])[CH3:49])[N:40]=2)[CH:35]=[CH:36][CH:37]=1.[O:51]1[CH2:56][CH2:55][CH:54]([CH2:57][NH2:58])[CH2:53][CH2:52]1. Given the product [Cl:31][C:32]1[CH:33]=[C:34]([NH:38][C:39]2[CH:47]=[CH:46][C:42]([C:43]([NH:58][CH2:57][CH:54]3[CH2:55][CH2:56][O:51][CH2:52][CH2:53]3)=[O:45])=[C:41]([CH:48]([CH3:50])[CH3:49])[N:40]=2)[CH:35]=[CH:36][CH:37]=1, predict the reactants needed to synthesize it. (3) Given the product [CH2:42]([O:41][C:39]([N:26]1[CH2:25][CH2:24][CH:23]([NH:22][S:21]([C:14]2[C:15]3[C:20](=[CH:19][CH:18]=[CH:17][CH:16]=3)[C:11]([C:9](=[O:10])[NH:8][CH:2]3[CH2:7][CH2:6][CH2:5][CH2:4][CH2:3]3)=[CH:12][CH:13]=2)(=[O:30])=[O:29])[CH2:28][CH2:27]1)=[O:40])[CH3:43], predict the reactants needed to synthesize it. The reactants are: Cl.[CH:2]1([NH:8][C:9]([C:11]2[C:20]3[C:15](=[CH:16][CH:17]=[CH:18][CH:19]=3)[C:14]([S:21](=[O:30])(=[O:29])[NH:22][CH:23]3[CH2:28][CH2:27][NH:26][CH2:25][CH2:24]3)=[CH:13][CH:12]=2)=[O:10])[CH2:7][CH2:6][CH2:5][CH2:4][CH2:3]1.C(N(CC)CC)C.Cl[C:39]([O:41][CH2:42][CH3:43])=[O:40].